Regression. Given two drug SMILES strings and cell line genomic features, predict the synergy score measuring deviation from expected non-interaction effect. From a dataset of NCI-60 drug combinations with 297,098 pairs across 59 cell lines. (1) Drug 1: C1CN1P(=S)(N2CC2)N3CC3. Drug 2: C1=CC=C(C=C1)NC(=O)CCCCCCC(=O)NO. Cell line: SF-295. Synergy scores: CSS=23.0, Synergy_ZIP=-4.60, Synergy_Bliss=1.85, Synergy_Loewe=0.804, Synergy_HSA=1.71. (2) Drug 1: CC1=C2C(C(=O)C3(C(CC4C(C3C(C(C2(C)C)(CC1OC(=O)C(C(C5=CC=CC=C5)NC(=O)C6=CC=CC=C6)O)O)OC(=O)C7=CC=CC=C7)(CO4)OC(=O)C)O)C)OC(=O)C. Drug 2: C1CC(CNC1)C2=CC=C(C=C2)N3C=C4C=CC=C(C4=N3)C(=O)N. Cell line: T-47D. Synergy scores: CSS=15.7, Synergy_ZIP=-10.0, Synergy_Bliss=-13.7, Synergy_Loewe=-13.7, Synergy_HSA=-5.99.